This data is from Reaction yield outcomes from USPTO patents with 853,638 reactions. The task is: Predict the reaction yield, written as a fraction of the theoretical maximum amount of product (1.0 means a 100% yield; for example, 0.34 means a 34% yield). (1) The reactants are Cl.C(O[C:5]([C:7]1[CH:8]=[C:9]2[C:13](=[CH:14][CH:15]=1)[NH:12][N:11]=[C:10]2[C:16]1[CH:21]=[CH:20][C:19]([F:22])=[CH:18][CH:17]=1)=[NH:6])C.[C:23]([N:26]1[CH2:31][CH2:30][N:29]([CH2:32][C:33]([NH:35][NH2:36])=O)[CH2:28][CH2:27]1)(=[O:25])[CH3:24].C[O-].[Na+]. The catalyst is CO. The product is [C:23]([N:26]1[CH2:31][CH2:30][N:29]([CH2:32][C:33]2[NH:6][C:5]([C:7]3[CH:8]=[C:9]4[C:13](=[CH:14][CH:15]=3)[NH:12][N:11]=[C:10]4[C:16]3[CH:21]=[CH:20][C:19]([F:22])=[CH:18][CH:17]=3)=[N:36][N:35]=2)[CH2:28][CH2:27]1)(=[O:25])[CH3:24]. The yield is 0.0500. (2) The product is [CH2:16]([O:15][C:13](=[O:14])[NH:7][CH2:6][C:5]1[CH:8]=[CH:9][C:2]([Br:1])=[CH:3][CH:4]=1)[C:17]1[CH:22]=[CH:21][CH:20]=[CH:19][CH:18]=1. The reactants are [Br:1][C:2]1[CH:9]=[CH:8][C:5]([CH2:6][NH2:7])=[CH:4][CH:3]=1.[OH-].[Na+].Cl[C:13]([O:15][CH2:16][C:17]1[CH:22]=[CH:21][CH:20]=[CH:19][CH:18]=1)=[O:14].CCOC(C)=O. The yield is 1.00. The catalyst is C1COCC1.O.[Cl-].[Na+].O. (3) The reactants are [C@H:1]12[NH:8][C@H:5]([CH2:6][CH2:7]1)[CH2:4][C:3](=[O:9])[CH2:2]2.[F:10][C:11]([F:22])([F:21])[C:12](O[C:12](=[O:13])[C:11]([F:22])([F:21])[F:10])=[O:13]. The catalyst is N1C=CC=CC=1. The product is [F:10][C:11]([F:22])([F:21])[C:12]([N:8]1[C@H:5]2[CH2:6][CH2:7][C@@H:1]1[CH2:2][C:3](=[O:9])[CH2:4]2)=[O:13]. The yield is 0.700. (4) The reactants are [Cl:1][C:2]1[C:10]2[O:9][CH2:8][O:7][C:6]=2[CH:5]=[C:4]([CH2:11]Cl)[CH:3]=1.[C-:13]#[N:14].[Na+].O. The catalyst is CS(C)=O. The product is [Cl:1][C:2]1[C:10]2[O:9][CH2:8][O:7][C:6]=2[CH:5]=[C:4]([CH2:11][C:13]#[N:14])[CH:3]=1. The yield is 0.580. (5) The reactants are [C:1]([O:5][C:6]([NH:8][CH2:9][C:10]1[CH:18]=[CH:17][C:13]([C:14]([OH:16])=O)=[CH:12][C:11]=1[F:19])=[O:7])([CH3:4])([CH3:3])[CH3:2].CCN(C(C)C)C(C)C.[Cl:29][C:30]1[CH:31]=[CH:32][C:33]2[NH:42][CH2:41][C:40]3[CH:39]=[N:38][N:37]([CH3:43])[C:36]=3[NH:35][C:34]=2[CH:44]=1. The catalyst is ClCCl.CN(C1C=CN=CC=1)C. The product is [C:1]([O:5][C:6](=[O:7])[NH:8][CH2:9][C:10]1[CH:18]=[CH:17][C:13]([C:14]([N:42]2[CH2:41][C:40]3[CH:39]=[N:38][N:37]([CH3:43])[C:36]=3[NH:35][C:34]3[CH:44]=[C:30]([Cl:29])[CH:31]=[CH:32][C:33]2=3)=[O:16])=[CH:12][C:11]=1[F:19])([CH3:2])([CH3:3])[CH3:4]. The yield is 0.540. (6) No catalyst specified. The reactants are [C@@H:1]12[CH2:7][NH:6][C@@H:5]1[CH2:4][N:3]([C:8]([O:10][CH2:11][C:12]1[CH:17]=[CH:16][CH:15]=[CH:14][CH:13]=1)=[O:9])[CH2:2]2.Br[C:19]1[CH:20]=[N:21][CH:22]=[C:23]([O:25][CH3:26])[CH:24]=1. The product is [CH3:26][O:25][C:23]1[CH:24]=[C:19]([N:6]2[CH2:7][C@@H:1]3[C@H:5]2[CH2:4][N:3]([C:8]([O:10][CH2:11][C:12]2[CH:17]=[CH:16][CH:15]=[CH:14][CH:13]=2)=[O:9])[CH2:2]3)[CH:20]=[N:21][CH:22]=1. The yield is 0.370. (7) The reactants are [CH2:1]([O:8][C:9]1[CH:10]=[CH:11][C:12]2[C:16]([Br:17])=[C:15]([Br:18])[S:14][C:13]=2[CH:19]=1)[C:2]1[CH:7]=[CH:6][CH:5]=[CH:4][CH:3]=1.FC(F)(F)C(O)=[O:23].OO.S(=O)(O)[O-].[Na+]. The catalyst is ClCCl.O. The product is [CH2:1]([O:8][C:9]1[CH:10]=[CH:11][C:12]2[C:16]([Br:17])=[C:15]([Br:18])[S:14](=[O:23])[C:13]=2[CH:19]=1)[C:2]1[CH:3]=[CH:4][CH:5]=[CH:6][CH:7]=1. The yield is 0.620.